From a dataset of Experimentally validated miRNA-target interactions with 360,000+ pairs, plus equal number of negative samples. Binary Classification. Given a miRNA mature sequence and a target amino acid sequence, predict their likelihood of interaction. (1) The miRNA is hsa-miR-32-5p with sequence UAUUGCACAUUACUAAGUUGCA. The protein sequence of the target gene is MLRLGLCAAALLCVCQPGAVRADCWLIEGDKGYVWLAICSQNQPPYETIPQHINSTVHDLRLNENKLKAVLYSSLNRFGNLTDLNLTKNEISYIEDGAFLGQTSLQVLQLGYNRLSNLTEGMLRGMSRLQFLFVQHNLIEVVTPTAFSECPSLISIDLSSNRLSRLDGATFASLASLMVCELAGNPFNCECDLFGFLAWLVVFNNVTKNYDRLQCESPREFAGYPLLVPRPYHSLNAITVLQAKCRNGSMPARPVSHPTPYSTDAQREPDENSGFNPDEILSVEPPASSTTDASAGPAIK.... Result: 0 (no interaction). (2) The miRNA is hsa-miR-4324 with sequence CCCUGAGACCCUAACCUUAA. The protein sequence of the target gene is MTGSNMSDALANAVCQRCQARFSPAERIVNSNGELYHEHCFVCAQCFRPFPEGLFYEFEGRKYCEHDFQMLFAPCCGSCGEFIIGRVIKAMNNNWHPGCFRCELCDVELADLGFVKNAGRHLCRPCHNREKAKGLGKYICQRCHLVIDEQPLMFRSDAYHPDHFNCTHCGKELTAEARELKGELYCLPCHDKMGVPICGACRRPIEGRVVNALGKQWHVEHFVCAKCEKPFLGHRHYEKKGLAYCETHYNQLFGDVCYNCSHVIEGDVVSALNKAWCVSCFSCSTCNSKLTLKNKFVEFD.... Result: 0 (no interaction).